This data is from Full USPTO retrosynthesis dataset with 1.9M reactions from patents (1976-2016). The task is: Predict the reactants needed to synthesize the given product. (1) Given the product [Cl:19][C:16]1[CH:17]=[CH:18][C:13]([C:6]2[C:5]3[N:4]([N:3]=[C:2]([NH:35][C:25]4[CH:26]=[CH:27][C:28]([N:29]5[CH:33]=[C:32]([CH3:34])[N:31]=[CH:30]5)=[C:23]([O:22][CH3:21])[CH:24]=4)[N:20]=3)[CH:9]=[C:8]([CH:10]3[CH2:12][CH2:11]3)[CH:7]=2)=[CH:14][CH:15]=1, predict the reactants needed to synthesize it. The reactants are: Br[C:2]1[N:20]=[C:5]2[C:6]([C:13]3[CH:18]=[CH:17][C:16]([Cl:19])=[CH:15][CH:14]=3)=[CH:7][C:8]([CH:10]3[CH2:12][CH2:11]3)=[CH:9][N:4]2[N:3]=1.[CH3:21][O:22][C:23]1[CH:24]=[C:25]([NH2:35])[CH:26]=[CH:27][C:28]=1[N:29]1[CH:33]=[C:32]([CH3:34])[N:31]=[CH:30]1.[O-]C1C=CC=CC=1.[Na+].C(Cl)(Cl)Cl.CC1(C)C2C(=C(P(C3C=CC=CC=3)C3C=CC=CC=3)C=CC=2)OC2C(P(C3C=CC=CC=3)C3C=CC=CC=3)=CC=CC1=2. (2) Given the product [C:22]([O:12][C:1]12[CH2:2][CH:3]3[CH2:9][CH:7]([CH2:6][CH:5]([CH2:4]3)[CH2:10]1)[CH2:8]2)(=[O:25])[CH:23]=[CH2:24], predict the reactants needed to synthesize it. The reactants are: [C:1]12([OH:12])[CH2:10][CH:5]3[CH2:6][CH:7]([CH2:9][C:3](O)([CH2:4]3)[CH2:2]1)[CH2:8]2.[Na].CCCCCCCC.[C:22](O)(=[O:25])[CH:23]=[CH2:24]. (3) Given the product [Cl:18][C:8]1[N:7]=[CH:6][C:5]2[C:10](=[CH:11][C:12]([O:13][CH3:14])=[C:3]([O:2][CH3:1])[CH:4]=2)[N:9]=1, predict the reactants needed to synthesize it. The reactants are: [CH3:1][O:2][C:3]1[CH:4]=[C:5]2[C:10](=[CH:11][C:12]=1[O:13][CH3:14])[N:9]=[C:8](O)[N:7]=[CH:6]2.P(Cl)(Cl)([Cl:18])=O. (4) Given the product [CH2:27]([O:26][C:23]1[CH:24]=[CH:25][C:20]([C:19]2[C:14]([N:11]3[CH2:10][CH2:9][NH:8][CH2:13][CH2:12]3)=[N:15][CH:16]=[CH:17][N:18]=2)=[CH:21][CH:22]=1)[CH3:28], predict the reactants needed to synthesize it. The reactants are: C(OC([N:8]1[CH2:13][CH2:12][N:11]([C:14]2[C:19]([C:20]3[CH:25]=[CH:24][C:23]([O:26][CH2:27][CH3:28])=[CH:22][CH:21]=3)=[N:18][CH:17]=[CH:16][N:15]=2)[CH2:10][CH2:9]1)=O)(C)(C)C.Cl. (5) Given the product [ClH:1].[ClH:1].[CH2:41]([N:25]([CH2:23][CH3:24])[CH2:26][CH2:27][NH:28][C:29]([C:31]1[N:32]=[C:33]2[CH:38]=[CH:37][C:36]([I:39])=[CH:35][N:34]2[CH:40]=1)=[O:30])[CH3:42], predict the reactants needed to synthesize it. The reactants are: [ClH:1].C(N(CC)CCNC(C1C=CC2C(=CC=C(I)C=2)C=1)=O)C.[CH2:23]([N:25]([CH2:41][CH3:42])[CH2:26][CH2:27][NH:28][C:29]([C:31]1[N:32]=[C:33]2[CH:38]=[CH:37][C:36]([I:39])=[CH:35][N:34]2[CH:40]=1)=[O:30])[CH3:24].[K+].[Br-].